This data is from Catalyst prediction with 721,799 reactions and 888 catalyst types from USPTO. The task is: Predict which catalyst facilitates the given reaction. (1) Reactant: [F:1][C:2]1[CH:11]=[C:10]([F:12])[CH:9]=[C:8]2[C:3]=1[C:4]([NH:27][C:28]1[CH:33]=[CH:32][CH:31]=[C:30]([N:34]3[CH2:39][CH2:38][O:37][CH2:36][CH2:35]3)[N:29]=1)=[C:5]([CH3:26])[C:6]([N:13]1[CH2:18][CH2:17][N:16](C(OC(C)(C)C)=O)[CH2:15][CH2:14]1)=[N:7]2.C(O)(C(F)(F)F)=O. The catalyst class is: 4. Product: [F:1][C:2]1[CH:11]=[C:10]([F:12])[CH:9]=[C:8]2[C:3]=1[C:4]([NH:27][C:28]1[CH:33]=[CH:32][CH:31]=[C:30]([N:34]3[CH2:35][CH2:36][O:37][CH2:38][CH2:39]3)[N:29]=1)=[C:5]([CH3:26])[C:6]([N:13]1[CH2:14][CH2:15][NH:16][CH2:17][CH2:18]1)=[N:7]2. (2) Reactant: C(O)(C(F)(F)F)=O.[NH2:8][C:9]1[N:17]=[CH:16][N:15]=[C:14]2[C:10]=1[N:11]=[CH:12][N:13]2[C@H:18]1[C@@H:22]2[O:23]C(C)(C)[O:25][C@@H:21]2[C@@H:20]([CH2:28][N:29]([CH:48]([CH3:50])[CH3:49])[CH2:30][CH2:31][CH2:32][CH2:33][NH:34][C:35]([NH:37][C:38]2[CH:43]=[CH:42][C:41]([C:44]([CH3:47])([CH3:46])[CH3:45])=[CH:40][CH:39]=2)=[O:36])[O:19]1. The catalyst class is: 6. Product: [NH2:8][C:9]1[N:17]=[CH:16][N:15]=[C:14]2[C:10]=1[N:11]=[CH:12][N:13]2[C@@H:18]1[O:19][C@H:20]([CH2:28][N:29]([CH:48]([CH3:49])[CH3:50])[CH2:30][CH2:31][CH2:32][CH2:33][NH:34][C:35]([NH:37][C:38]2[CH:39]=[CH:40][C:41]([C:44]([CH3:47])([CH3:46])[CH3:45])=[CH:42][CH:43]=2)=[O:36])[C@@H:21]([OH:25])[C@H:22]1[OH:23]. (3) Reactant: [C:1]([O:5][C:6]([N:8]([C:44]([O:46][C:47]([CH3:50])([CH3:49])[CH3:48])=[O:45])[C:9]1[C:18]2[C:13](=[CH:14][C:15]([NH:19][CH:20]([C:24]3[CH:29]=[CH:28][C:27]([CH2:30][CH2:31][NH:32][S:33]([C:36]4[CH:41]=[CH:40][CH:39]=[C:38]([C:42]#[N:43])[CH:37]=4)(=[O:35])=[O:34])=[CH:26][CH:25]=3)[C:21]([OH:23])=[O:22])=[CH:16][CH:17]=2)[CH:12]=[CH:11][N:10]=1)=[O:7])([CH3:4])([CH3:3])[CH3:2]. Product: [NH2:43][CH2:42][C:38]1[CH:37]=[C:36]([S:33]([NH:32][CH2:31][CH2:30][C:27]2[CH:26]=[CH:25][C:24]([CH:20]([NH:19][C:15]3[CH:14]=[C:13]4[C:18](=[CH:17][CH:16]=3)[C:9]([N:8]([C:6]([O:5][C:1]([CH3:4])([CH3:3])[CH3:2])=[O:7])[C:44]([O:46][C:47]([CH3:50])([CH3:48])[CH3:49])=[O:45])=[N:10][CH:11]=[CH:12]4)[C:21]([OH:23])=[O:22])=[CH:29][CH:28]=2)(=[O:34])=[O:35])[CH:41]=[CH:40][CH:39]=1. The catalyst class is: 19. (4) Reactant: C[Si:2]([CH3:11])([O:7][CH2:8][CH2:9][SH:10])[O:3][CH2:4][CH2:5][SH:6].C(N(CC)CC)C.ClC([SiH3])(Cl)Cl.[SH:24][CH2:25][CH2:26][OH:27]. Product: [CH3:11][Si:2]([O:3][CH2:4][CH2:5][SH:6])([O:7][CH2:8][CH2:9][SH:10])[O:27][CH2:26][CH2:25][SH:24]. The catalyst class is: 28. (5) Reactant: [Cl:1][C:2]1[CH:3]=[C:4]([C:9]2[S:10][CH:11]=[C:12]([C:15]([CH3:17])=O)[C:13]=2[OH:14])[CH:5]=[CH:6][C:7]=1[Cl:8].[N:18]1[CH:23]=[CH:22][C:21]([CH2:24][CH2:25][CH2:26][NH:27][C:28]([C:30]2[S:31][C:32]([C:35]([NH:37][NH2:38])=[O:36])=[CH:33][CH:34]=2)=[O:29])=[CH:20][CH:19]=1.O. Product: [N:18]1[CH:23]=[CH:22][C:21]([CH2:24][CH2:25][CH2:26][NH:27][C:28]([C:30]2[S:31][C:32]([C:35]([NH:37][N:38]=[C:15]([C:12]3[C:13]([OH:14])=[C:9]([C:4]4[CH:5]=[CH:6][C:7]([Cl:8])=[C:2]([Cl:1])[CH:3]=4)[S:10][CH:11]=3)[CH3:17])=[O:36])=[CH:33][CH:34]=2)=[O:29])=[CH:20][CH:19]=1. The catalyst class is: 9.